This data is from Full USPTO retrosynthesis dataset with 1.9M reactions from patents (1976-2016). The task is: Predict the reactants needed to synthesize the given product. (1) Given the product [I:10][C:8]1[CH:9]=[C:5]([C:3]([O:20][CH2:13][C:14]2[CH:19]=[CH:18][CH:17]=[CH:16][CH:15]=2)=[O:4])[N:6]([C:33]([O:32][C:28]([CH3:31])([CH3:30])[CH3:29])=[O:34])[CH:7]=1, predict the reactants needed to synthesize it. The reactants are: ClC(Cl)(Cl)[C:3]([C:5]1[NH:6][CH:7]=[C:8]([I:10])[CH:9]=1)=[O:4].[CH2:13]([OH:20])[C:14]1[CH:19]=[CH:18][CH:17]=[CH:16][CH:15]=1.C(N(CC)CC)C.[C:28]([O:32][C:33](O[C:33]([O:32][C:28]([CH3:31])([CH3:30])[CH3:29])=[O:34])=[O:34])([CH3:31])([CH3:30])[CH3:29]. (2) Given the product [C:1]([O:5][C:6]([N:8]([CH2:36][C@@H:37]([C:39]1[CH:44]=[CH:43][CH:42]=[C:41]([Cl:45])[CH:40]=1)[OH:38])[CH2:9][CH2:10][C:11]1[CH:12]=[CH:13][C:14]([S:17]([C:20]2[CH:21]=[CH:22][C:23]([NH:31][CH2:32][CH2:33][O:34][CH3:35])=[C:24]([CH:30]=2)[C:25]([OH:27])=[O:26])(=[O:19])=[O:18])=[CH:15][CH:16]=1)=[O:7])([CH3:4])([CH3:2])[CH3:3], predict the reactants needed to synthesize it. The reactants are: [C:1]([O:5][C:6]([N:8]([CH2:36][C@@H:37]([C:39]1[CH:44]=[CH:43][CH:42]=[C:41]([Cl:45])[CH:40]=1)[OH:38])[CH2:9][CH2:10][C:11]1[CH:16]=[CH:15][C:14]([S:17]([C:20]2[CH:21]=[CH:22][C:23]([NH:31][CH2:32][CH2:33][O:34][CH3:35])=[C:24]([CH:30]=2)[C:25]([O:27]CC)=[O:26])(=[O:19])=[O:18])=[CH:13][CH:12]=1)=[O:7])([CH3:4])([CH3:3])[CH3:2].[OH-].[Na+].Cl. (3) Given the product [Cl:1][C:2]1[N:10]=[C:9]2[C:5]([N:6]=[CH:7][N:8]2[CH3:17])=[C:4]([N:11]2[CH2:12][CH2:13][O:14][CH2:15][CH2:16]2)[N:3]=1, predict the reactants needed to synthesize it. The reactants are: [Cl:1][C:2]1[N:10]=[C:9]2[C:5]([N:6]=[CH:7][NH:8]2)=[C:4]([N:11]2[CH2:16][CH2:15][O:14][CH2:13][CH2:12]2)[N:3]=1.[CH3:17]I. (4) Given the product [C:16]([O:15][C:13](=[O:14])[C@@H:12]([NH:20][C:2]1[CH:7]=[CH:6][CH:5]=[CH:4][C:3]=1[N+:8]([O-:10])=[O:9])[CH3:11])([CH3:19])([CH3:18])[CH3:17], predict the reactants needed to synthesize it. The reactants are: F[C:2]1[CH:7]=[CH:6][CH:5]=[CH:4][C:3]=1[N+:8]([O-:10])=[O:9].[CH3:11][C@H:12]([NH2:20])[C:13]([O:15][C:16]([CH3:19])([CH3:18])[CH3:17])=[O:14].Cl.CCN(C(C)C)C(C)C. (5) Given the product [Br:3][C:4]1[CH:5]=[CH:6][CH:7]=[C:8]([C:10]2([CH3:11])[O:15][CH2:14][CH2:13][O:12]2)[N:9]=1, predict the reactants needed to synthesize it. The reactants are: N#N.[Br:3][C:4]1[N:9]=[C:8]([C:10](=[O:12])[CH3:11])[CH:7]=[CH:6][CH:5]=1.[CH2:13](O)[CH2:14][OH:15].COC(OC)OC.C([O-])([O-])=O.[Na+].[Na+]. (6) Given the product [CH:46]([C:42]1[CH:43]=[CH:44][CH:45]=[C:39]([CH:36]([CH3:38])[CH3:37])[C:40]=1[N:41]=[CH:33][C:31]1[N:32]=[C:27]([C:18]2[C:19]3[C:24](=[CH:23][CH:22]=[CH:21][CH:20]=3)[CH:25]=[CH:26][C:17]=2[CH2:16][NH:15][C:8]2[C:7]([CH3:35])=[CH:12][C:11]([CH3:13])=[CH:10][C:9]=2[CH3:14])[CH:28]=[CH:29][CH:30]=1)([CH3:48])[CH3:47], predict the reactants needed to synthesize it. The reactants are: C1C=CC=CC=1.[C:7]1([CH3:35])[CH:12]=[C:11]([CH3:13])[CH:10]=[C:9]([CH3:14])[C:8]=1[NH:15][CH2:16][C:17]1[CH:26]=[CH:25][C:24]2[C:19](=[CH:20][CH:21]=[CH:22][CH:23]=2)[C:18]=1[C:27]1[N:32]=[C:31]([CH:33]=O)[CH:30]=[CH:29][CH:28]=1.[CH:36]([C:39]1[CH:45]=[CH:44][CH:43]=[C:42]([CH:46]([CH3:48])[CH3:47])[C:40]=1[NH2:41])([CH3:38])[CH3:37].O.C1(C)C=CC(S(O)(=O)=O)=CC=1. (7) The reactants are: [CH2:1]([N:3]1[C:7]2=[N:8][C:9]([CH2:48][CH3:49])=[C:10]([CH2:19][NH:20][C:21]([C:23]3[CH:28]=[CH:27][CH:26]=[C:25]([C:29]([NH:31][CH2:32][C:33]4[CH:34]=[C:35]([C:40]5[CH:45]=[CH:44][CH:43]=[C:42](C=O)[CH:41]=5)[CH:36]=[CH:37][C:38]=4[CH3:39])=[O:30])[CH:24]=3)=[O:22])[C:11]([NH:12][CH:13]3[CH2:18][CH2:17][O:16][CH2:15][CH2:14]3)=[C:6]2[CH:5]=[N:4]1)[CH3:2].[CH3:50][N:51]1[CH2:56][CH2:55][NH:54][CH2:53][CH2:52]1.[CH3:57]C(O)=O.[BH-](OC(C)=O)(OC(C)=O)OC(C)=O.[Na+]. Given the product [CH2:1]([N:3]1[C:7]2=[N:8][C:9]([CH2:48][CH3:49])=[C:10]([CH2:19][NH:20][C:21]([C:23]3[CH:28]=[CH:27][CH:26]=[C:25]([C:29]([NH:31][CH2:32][C:33]4[CH:34]=[C:35]([C:40]5[CH:45]=[CH:44][CH:43]=[C:42]([CH2:50][N:51]6[CH2:56][CH2:55][N:54]([CH3:57])[CH2:53][CH2:52]6)[CH:41]=5)[CH:36]=[CH:37][C:38]=4[CH3:39])=[O:30])[CH:24]=3)=[O:22])[C:11]([NH:12][CH:13]3[CH2:14][CH2:15][O:16][CH2:17][CH2:18]3)=[C:6]2[CH:5]=[N:4]1)[CH3:2], predict the reactants needed to synthesize it. (8) Given the product [CH2:1]([O:8][C@H:9]1[C@H:14]([O:15][CH2:16][C:17]2[CH:22]=[CH:21][CH:20]=[CH:19][CH:18]=2)[C@@H:13]([O:23][CH2:24][C:25]2[CH:30]=[CH:29][CH:28]=[CH:27][CH:26]=2)[C@@:12]([C:33]2[CH:38]=[CH:37][C:36]([Cl:39])=[C:35]([CH2:40][C:41]3[CH:42]=[CH:43][C:44]([O:47][C:48]([F:50])([F:51])[F:49])=[CH:45][CH:46]=3)[CH:34]=2)([O:31][CH3:32])[O:11][C@@H:10]1[CH2:52][OH:53])[C:2]1[CH:3]=[CH:4][CH:5]=[CH:6][CH:7]=1, predict the reactants needed to synthesize it. The reactants are: [CH2:1]([O:8][C@H:9]1[C@H:14]([O:15][CH2:16][C:17]2[CH:22]=[CH:21][CH:20]=[CH:19][CH:18]=2)[C@@H:13]([O:23][CH2:24][C:25]2[CH:30]=[CH:29][CH:28]=[CH:27][CH:26]=2)[C@@:12]([C:33]2[CH:38]=[CH:37][C:36]([Cl:39])=[C:35]([CH2:40][C:41]3[CH:46]=[CH:45][C:44]([O:47][C:48]([F:51])([F:50])[F:49])=[CH:43][CH:42]=3)[CH:34]=2)([O:31][CH3:32])[O:11][C@@H:10]1[CH2:52][O:53][Si](C(C)(C)C)(C)C)[C:2]1[CH:7]=[CH:6][CH:5]=[CH:4][CH:3]=1.C(Cl)(=O)C.